This data is from Full USPTO retrosynthesis dataset with 1.9M reactions from patents (1976-2016). The task is: Predict the reactants needed to synthesize the given product. (1) Given the product [CH3:31][N:32]1[CH2:33][CH2:34][N:35]([C:38]2[CH:44]=[CH:43][C:41]([NH:42][C:2]3[C:3]4[NH:21][N:20]=[CH:19][C:4]=4[N:5]=[C:6]([C:8]4[CH:9]=[C:10]([NH:14][S:15]([CH3:18])(=[O:17])=[O:16])[CH:11]=[CH:12][CH:13]=4)[N:7]=3)=[CH:40][CH:39]=2)[CH2:36][CH2:37]1, predict the reactants needed to synthesize it. The reactants are: Cl[C:2]1[C:3]2[C:4](=[CH:19][N:20](CC3C=CC(OC)=CC=3)[N:21]=2)[N:5]=[C:6]([C:8]2[CH:9]=[C:10]([NH:14][S:15]([CH3:18])(=[O:17])=[O:16])[CH:11]=[CH:12][CH:13]=2)[N:7]=1.[CH3:31][N:32]1[CH2:37][CH2:36][N:35]([C:38]2[CH:44]=[CH:43][C:41]([NH2:42])=[CH:40][CH:39]=2)[CH2:34][CH2:33]1.Cl. (2) The reactants are: Br[CH2:2][CH2:3][O:4][C:5]1[CH:20]=[CH:19][C:8]2[C:9]([C:12]3[CH:17]=[CH:16][C:15]([Br:18])=[CH:14][CH:13]=3)=[N:10][S:11][C:7]=2[CH:6]=1.[CH2:21]([NH:23][CH2:24][CH2:25][OH:26])[CH3:22]. Given the product [Br:18][C:15]1[CH:16]=[CH:17][C:12]([C:9]2[C:8]3[CH:19]=[CH:20][C:5]([O:4][CH2:3][CH2:2][N:23]([CH2:21][CH3:22])[CH2:24][CH2:25][OH:26])=[CH:6][C:7]=3[S:11][N:10]=2)=[CH:13][CH:14]=1, predict the reactants needed to synthesize it. (3) Given the product [Br:1][C:2]1[C:3]([F:27])=[CH:4][C:5]2[O:11][CH2:10][CH2:9][N:8]3[C:12]([CH2:19][C:20]4[N:24]([CH3:25])[N:23]=[CH:22][CH:21]=4)=[C:13]([C:15]([NH2:33])=[O:17])[N:14]=[C:7]3[C:6]=2[CH:26]=1, predict the reactants needed to synthesize it. The reactants are: [Br:1][C:2]1[C:3]([F:27])=[CH:4][C:5]2[O:11][CH2:10][CH2:9][N:8]3[C:12]([CH2:19][C:20]4[N:24]([CH3:25])[N:23]=[CH:22][CH:21]=4)=[C:13]([C:15]([O:17]C)=O)[N:14]=[C:7]3[C:6]=2[CH:26]=1.C[O-].[Na+].C([NH2:33])=O. (4) Given the product [NH2:8][C:9]([NH:11][C:12]1[NH:13][C:14]2[C:19]([C:20]=1[C:21]([NH2:23])=[O:22])=[CH:18][CH:17]=[C:16]([C:24]1[NH:25][CH:26]=[CH:27][CH:28]=1)[CH:15]=2)=[O:10], predict the reactants needed to synthesize it. The reactants are: FC(F)(F)C(O)=O.[NH2:8][C:9]([NH:11][C:12]1[NH:13][C:14]2[C:19]([C:20]=1[C:21]([NH2:23])=[O:22])=[CH:18][CH:17]=[C:16]([C:24]1[N:25](C(OC(C)(C)C)=O)[CH:26]=[CH:27][CH:28]=1)[CH:15]=2)=[O:10].[OH-].[Na+].O. (5) Given the product [Cl:22][C:18]1[CH:17]=[C:16]2[C:21]([C:12]([NH:1][CH2:2][CH2:3][C:4]3[CH:9]=[CH:8][C:7]([O:10][CH2:34][CH2:33][CH2:32][N:26]4[CH2:31][CH2:30][CH2:29][CH2:28][CH2:27]4)=[CH:6][CH:5]=3)=[CH:13][CH:14]=[N:15]2)=[CH:20][CH:19]=1, predict the reactants needed to synthesize it. The reactants are: [NH2:1][CH2:2][CH2:3][C:4]1[CH:9]=[CH:8][C:7]([OH:10])=[CH:6][CH:5]=1.Cl[C:12]1[C:21]2[C:16](=[CH:17][C:18]([Cl:22])=[CH:19][CH:20]=2)[N:15]=[CH:14][CH:13]=1.[I-].[K+].Cl.[N:26]1([CH2:32][CH2:33][CH2:34]Cl)[CH2:31][CH2:30][CH2:29][CH2:28][CH2:27]1.C(=O)([O-])[O-].[K+].[K+]. (6) Given the product [C:1]([O:5][C:6](=[O:46])[N:7]([CH2:28][C@H:29]([O:38][Si:39]([C:42]([CH3:44])([CH3:43])[CH3:45])([CH3:40])[CH3:41])[CH2:30][O:31][C:32]1[CH:33]=[CH:34][CH:35]=[CH:36][CH:37]=1)[CH2:8][C@H:9]1[CH2:18][CH2:17][C:16]2[C:11](=[CH:12][CH:13]=[C:14]([OH:51])[CH:15]=2)[O:10]1)([CH3:2])([CH3:3])[CH3:4], predict the reactants needed to synthesize it. The reactants are: [C:1]([O:5][C:6](=[O:46])[N:7]([CH2:28][C@H:29]([O:38][Si:39]([C:42]([CH3:45])([CH3:44])[CH3:43])([CH3:41])[CH3:40])[CH2:30][O:31][C:32]1[CH:37]=[CH:36][CH:35]=[CH:34][CH:33]=1)[CH2:8][C@H:9]1[CH2:18][CH2:17][C:16]2[C:11](=[CH:12][CH:13]=[C:14](B3OC(C)(C)C(C)(C)O3)[CH:15]=2)[O:10]1)([CH3:4])([CH3:3])[CH3:2].C[N+]1([O-])CC[O:51]CC1.